From a dataset of Reaction yield outcomes from USPTO patents with 853,638 reactions. Predict the reaction yield, written as a fraction of the theoretical maximum amount of product (1.0 means a 100% yield; for example, 0.34 means a 34% yield). (1) The reactants are [C:1]([O:7][CH3:8])(=[O:6])[C:2]([O:4]C)=O.[CH3:9][O-].[Na+].[Cl:12][C:13]1[CH:14]=[CH:15][C:16]([C:19](=[O:21])[CH3:20])=[N:17][CH:18]=1.O. The catalyst is C(O)C.C(OCC)C. The product is [Cl:12][C:13]1[CH:14]=[CH:15][C:16]([C:19](=[O:21])[CH2:20][C:2](=[O:4])[C:1]([O:7][CH2:8][CH3:9])=[O:6])=[N:17][CH:18]=1. The yield is 0.770. (2) The catalyst is O1CCCC1. The yield is 0.610. The reactants are C[O:2][C:3](=[O:38])[CH:4]([O:35][CH2:36][CH3:37])[CH2:5][C:6]1[CH:11]=[CH:10][C:9]([C:12]2([CH2:15][N:16]([CH2:28][CH2:29][CH2:30][CH2:31][CH2:32][CH2:33][CH3:34])[C:17]([NH:19][C:20]3[CH:25]=[CH:24][C:23]([F:26])=[CH:22][C:21]=3[F:27])=[O:18])[CH2:14][CH2:13]2)=[CH:8][CH:7]=1.[Li+].[OH-]. The product is [F:27][C:21]1[CH:22]=[C:23]([F:26])[CH:24]=[CH:25][C:20]=1[NH:19][C:17](=[O:18])[N:16]([CH2:15][C:12]1([C:9]2[CH:8]=[CH:7][C:6]([CH2:5][CH:4]([O:35][CH2:36][CH3:37])[C:3]([OH:38])=[O:2])=[CH:11][CH:10]=2)[CH2:13][CH2:14]1)[CH2:28][CH2:29][CH2:30][CH2:31][CH2:32][CH2:33][CH3:34].